Dataset: Experimentally validated miRNA-target interactions with 360,000+ pairs, plus equal number of negative samples. Task: Binary Classification. Given a miRNA mature sequence and a target amino acid sequence, predict their likelihood of interaction. (1) The miRNA is hsa-miR-3652 with sequence CGGCUGGAGGUGUGAGGA. The protein sequence of the target gene is MSLMVSAGRGLGAVWSPTHVQVTVLQARGLRAKGPGGTSDAYAVIQVGKEKYATSVSERSLGAPVWREEATFELPSLLSSGPAAAATLQLTVLHRALLGLDKFLGRAEVDLRDLHRDQGRRKTQWYKLKSKPGKKDKERGEIEVDIQFMRNNMTASMFDLSMKDKSRNPFGKLKDKIKGKNKDSGSDTASAIIPSTTPSVDSDDESVVKDKKKKSKIKTLLSKSNLQKTPLSQSMSVLPTSKPEKVLLRPGDFQSQWDEDDNEDESSSASDVMSHKRTASTDLKQLNQVNFTLPKKEGLS.... Result: 1 (interaction). (2) The miRNA is hsa-miR-301a-3p with sequence CAGUGCAAUAGUAUUGUCAAAGC. The protein sequence of the target gene is METTVGALGENTTDTFTDFFSALDGHEAQTGSLPFTFSYGDYDMPLDEEEDVTNSRTFFAAKIVIGMALVGIMLVCGIGNFIFITALARYKKLRNLTNLLIANLAISDFLVAIVCCPFEMDYYVVRQLSWEHGHVLCASVNYLRTVSLYVSTNALLAIAIDRYLAIVHPLRPRMKCQTAAGLIFLVWSVSILIAIPAAYFTTETVLVIVERQEKIFCGQIWPVDQQFYYRSYFLLVFGLEFVGPVVAMTLCYARVSRELWFKAVPGFQTEQIRRRLRCRRRTVLGLVCVLSAYVLCWAPF.... Result: 0 (no interaction). (3) The miRNA is hsa-miR-3907 with sequence AGGUGCUCCAGGCUGGCUCACA. The protein sequence of the target gene is MSRHEGVSCDACLKGNFRGRRYKCLICYDYDLCASCYESGATTTRHTTDHPMQCILTRVDFDLYYGGEAFSVEQPQSFTCPYCGKMGYTETSLQEHVTSEHAETSTEVICPICAALPGGDPNHVTDDFAAHLTLEHRAPRDLDESSGVRHVRRMFHPGRGLGGPRARRSNMHFTSSSTGGLSSSQSSYSPSNREAMDPIAELLSQLSGVRRSAGGQLNSSGPSASQLQQLQMQLQLERQHAQAARQQLETARNATRRTNTSSVTTTITQSTATTNIANTESSQQTLQNSQFLLTRLNDPK.... Result: 0 (no interaction). (4) The miRNA is mmu-miR-707 with sequence CAGUCAUGCCGCUUGCCUACG. The protein sequence of the target gene is MRLTLLCCTWREERMGEEGSELPVCASCGQRIYDGQYLQALNADWHADCFRCCECSVSLSHQYYEKDGQLFCKKDYWARYGESCHGCSEHITKGLVMVAGELKYHPECFICLACGNFIGDGDTYTLVEHSKLYCGQCYYQTVVTPVIEQILPDSPGSHLPHTVTLVSIPASAHGKRGLSVSIDPPHGPPGCGTEHSHTVRVQGVDPGCMSPDVKNSIHVGDRILEINGTPIRNVPLDEIDLLIQETSRLLQLTLEHDPHDSLGHGPVSDPSPLSSPVHTPSGQAASSARQKPVLRSCSID.... Result: 0 (no interaction). (5) The miRNA is hsa-miR-4777-5p with sequence UUCUAGAUGAGAGAUAUAUAUA. The protein sequence of the target gene is MVRAGAVGAHLPASGLDIFGDLKKMNKRQLYYQVLNFAMIVSSALMIWKGLIVLTGSESPIVVVLSGSMEPAFHRGDLLFLTNFREDPIRAGEIVVFKVEGRDIPIVHRVIKVHEKDNGDIKFLTKGDNNEVDDRGLYKEGQNWLEKKDVVGRARGFLPYVGMVTIIMNDYPKFKYALLAVMGAYVLLKRES. Result: 0 (no interaction). (6) The miRNA is hsa-miR-4432 with sequence AAAGACUCUGCAAGAUGCCU. The protein sequence of the target gene is MADEAPRKGSFSALVGRTNGLTKPAALAAAPAKPGGAGGSKKLVIKNFRDRPRLPDNYTQDTWRKLHEAVRAVQSSTSIRYNLEELYQAVENLCSHKVSPMLYKQLRQACEDHVQAQILPFREDSLDSVLFLKKINTCWQDHCRQMIMIRSIFLFLDRTYVLQNSTLPSIWDMGLELFRTHIISDKMVQSKTIDGILLLIERERSGEAVDRSLLRSLLGMLSDLQVYKDSFELKFLEETNCLYAAEGQRLMQEREVPEYLNHVSKRLEEEGDRVITYLDHSTQKPLIACVEKQLLGEHLT.... Result: 1 (interaction).